This data is from NCI-60 drug combinations with 297,098 pairs across 59 cell lines. The task is: Regression. Given two drug SMILES strings and cell line genomic features, predict the synergy score measuring deviation from expected non-interaction effect. (1) Drug 1: CN1CCC(CC1)COC2=C(C=C3C(=C2)N=CN=C3NC4=C(C=C(C=C4)Br)F)OC. Drug 2: CCN(CC)CCNC(=O)C1=C(NC(=C1C)C=C2C3=C(C=CC(=C3)F)NC2=O)C. Cell line: MDA-MB-231. Synergy scores: CSS=7.35, Synergy_ZIP=0.306, Synergy_Bliss=2.81, Synergy_Loewe=-0.477, Synergy_HSA=0.310. (2) Drug 1: CN(CCCl)CCCl.Cl. Drug 2: C1CN(P(=O)(OC1)NCCCl)CCCl. Cell line: MDA-MB-231. Synergy scores: CSS=9.79, Synergy_ZIP=-3.86, Synergy_Bliss=-3.16, Synergy_Loewe=-64.4, Synergy_HSA=-1.99. (3) Drug 1: CS(=O)(=O)C1=CC(=C(C=C1)C(=O)NC2=CC(=C(C=C2)Cl)C3=CC=CC=N3)Cl. Drug 2: C(CCl)NC(=O)N(CCCl)N=O. Cell line: OVCAR-8. Synergy scores: CSS=1.22, Synergy_ZIP=-1.81, Synergy_Bliss=-1.31, Synergy_Loewe=-4.62, Synergy_HSA=-2.21. (4) Drug 1: CNC(=O)C1=NC=CC(=C1)OC2=CC=C(C=C2)NC(=O)NC3=CC(=C(C=C3)Cl)C(F)(F)F. Drug 2: C(CCl)NC(=O)N(CCCl)N=O. Cell line: UO-31. Synergy scores: CSS=-1.95, Synergy_ZIP=4.34, Synergy_Bliss=3.97, Synergy_Loewe=-5.66, Synergy_HSA=-5.74. (5) Drug 1: C1=CC(=C2C(=C1NCCNCCO)C(=O)C3=C(C=CC(=C3C2=O)O)O)NCCNCCO. Drug 2: CC1C(C(CC(O1)OC2CC(CC3=C2C(=C4C(=C3O)C(=O)C5=CC=CC=C5C4=O)O)(C(=O)C)O)N)O. Cell line: SF-539. Synergy scores: CSS=82.6, Synergy_ZIP=11.1, Synergy_Bliss=11.0, Synergy_Loewe=13.6, Synergy_HSA=15.1.